This data is from Forward reaction prediction with 1.9M reactions from USPTO patents (1976-2016). The task is: Predict the product of the given reaction. (1) Given the reactants [Cl:1][C:2]1[CH:8]=[CH:7][C:5]([NH2:6])=[C:4]([F:9])[CH:3]=1.[C:10]([O:13][CH2:14][CH2:15]Br)(=[O:12])[CH3:11], predict the reaction product. The product is: [CH2:14]([O:13][C:10](=[O:12])[CH2:11][NH:6][C:5]1[CH:7]=[CH:8][C:2]([Cl:1])=[CH:3][C:4]=1[F:9])[CH3:15]. (2) Given the reactants Br[C:2]1[CH:11]=[C:10]2[C:5]([CH:6]=[CH:7][C:8](=[O:12])[NH:9]2)=[CH:4][CH:3]=1.[Cu][C:14]#[N:15].C(ON(OC(=O)C)CCN(OC(=O)C)OC(=O)C)(=O)C, predict the reaction product. The product is: [O:12]=[C:8]1[CH:7]=[CH:6][C:5]2[C:10](=[CH:11][C:2]([C:14]#[N:15])=[CH:3][CH:4]=2)[NH:9]1.